From a dataset of Forward reaction prediction with 1.9M reactions from USPTO patents (1976-2016). Predict the product of the given reaction. (1) The product is: [CH2:1]([O:8][C:9]([CH2:11][N:12]1[CH2:25][CH2:24][CH2:23][NH:22][CH2:21][CH2:20][N:19]([CH2:26][C:27]([O:29][CH2:30][C:31]2[CH:36]=[CH:35][CH:34]=[CH:33][CH:32]=2)=[O:28])[CH2:18][CH2:17][CH2:16][N:15]([CH2:51][C:50]2[CH:53]=[CH:54][C:47]([N+:44]([O-:46])=[O:45])=[CH:48][CH:49]=2)[CH2:14][CH2:13]1)=[O:10])[C:2]1[CH:7]=[CH:6][CH:5]=[CH:4][CH:3]=1. Given the reactants [CH2:1]([O:8][C:9]([CH2:11][N:12]1[CH2:25][CH2:24][CH2:23][NH:22][CH2:21][CH2:20][N:19]([CH2:26][C:27]([O:29][CH2:30][C:31]2[CH:36]=[CH:35][CH:34]=[CH:33][CH:32]=2)=[O:28])[CH2:18][CH2:17][CH2:16][NH:15][CH2:14][CH2:13]1)=[O:10])[C:2]1[CH:7]=[CH:6][CH:5]=[CH:4][CH:3]=1.C(N(CC)CC)C.[N+:44]([C:47]1[CH:54]=[CH:53][C:50]([CH2:51]Br)=[CH:49][CH:48]=1)([O-:46])=[O:45], predict the reaction product. (2) Given the reactants [C:1]([O:5]C(=O)[NH:7][CH2:8][CH2:9][CH2:10][N:11]1[C:19]2[C:14](=[CH:15][C:16]([N:20]3[CH:25]=[CH:24][C:23]([C:26]4[CH:31]=[CH:30][C:29]([C:32]([F:35])([F:34])[F:33])=[CH:28][CH:27]=4)=[CH:22][C:21]3=[O:36])=[CH:17][CH:18]=2)[CH:13]=[N:12]1)(C)(C)C.C(O)(C(F)(F)F)=[O:39].[CH2:45]([Cl:47])[Cl:46], predict the reaction product. The product is: [CH2:45]([Cl:47])[Cl:46].[CH3:1][OH:5].[NH4+:7].[OH-:39].[NH2:7][CH2:8][CH2:9][CH2:10][N:11]1[C:19]2[C:14](=[CH:15][C:16]([N:20]3[CH:25]=[CH:24][C:23]([C:26]4[CH:27]=[CH:28][C:29]([C:32]([F:34])([F:35])[F:33])=[CH:30][CH:31]=4)=[CH:22][C:21]3=[O:36])=[CH:17][CH:18]=2)[CH:13]=[N:12]1. (3) Given the reactants [NH:1]1[CH:5]=[CH:4][N:3]=[CH:2]1.[CH2:6]([O:8]C(OCC)C1C=CC=CC=1)[CH3:7].[C:19]1([CH3:29])[CH:24]=[CH:23][C:22](S(O)(=O)=O)=[CH:21][CH:20]=1.C(=O)([O-])[O-].[Na+].[Na+], predict the reaction product. The product is: [CH2:6]([O:8][N:1]1[CH:5]=[CH:4][N:3]=[C:2]1[CH2:29][C:19]1[CH:24]=[CH:23][CH:22]=[CH:21][CH:20]=1)[CH3:7].